Dataset: Full USPTO retrosynthesis dataset with 1.9M reactions from patents (1976-2016). Task: Predict the reactants needed to synthesize the given product. (1) Given the product [CH3:1][C:2]([CH3:15])([CH2:7][O:8][CH:9]1[CH2:14][CH2:13][NH:12][CH2:11][CH2:10]1)[C:3]([O:5][CH3:6])=[O:4], predict the reactants needed to synthesize it. The reactants are: [CH3:1][C:2]([CH3:15])([CH2:7][O:8][C:9]1[CH:14]=[CH:13][N:12]=[CH:11][CH:10]=1)[C:3]([O:5][CH3:6])=[O:4]. (2) Given the product [CH2:26]([NH:28][CH2:29][CH2:30][NH:31][C:20]([C:14]1[C:15](=[O:19])[NH:16][C:17]2[C:12]([C:13]=1[OH:25])=[N:11][CH:10]=[C:9]([CH2:8][C:5]1[CH:6]=[CH:7][C:2]([F:1])=[CH:3][CH:4]=1)[CH:18]=2)=[O:21])[CH3:27], predict the reactants needed to synthesize it. The reactants are: [F:1][C:2]1[CH:7]=[CH:6][C:5]([CH2:8][C:9]2[CH:18]=[C:17]3[C:12]([C:13]([OH:25])=[C:14]([C:20](OCC)=[O:21])[C:15](=[O:19])[NH:16]3)=[N:11][CH:10]=2)=[CH:4][CH:3]=1.[CH2:26]([NH:28][CH2:29][CH2:30][NH2:31])[CH3:27]. (3) Given the product [F:37][C:30]1[CH:29]=[C:28]([F:38])[C:27]([C:2]#[C:1][C:3]2[CH:4]=[N:5][N:6]3[C:11]([C:12]([F:14])([F:13])[F:15])=[CH:10][C:9]([C:16]4[CH:21]=[CH:20][CH:19]=[C:18]([C:22]([F:25])([F:24])[F:23])[CH:17]=4)=[N:8][C:7]=23)=[CH:32][C:31]=1[S:33]([NH2:36])(=[O:34])=[O:35], predict the reactants needed to synthesize it. The reactants are: [C:1]([C:3]1[CH:4]=[N:5][N:6]2[C:11]([C:12]([F:15])([F:14])[F:13])=[CH:10][C:9]([C:16]3[CH:21]=[CH:20][CH:19]=[C:18]([C:22]([F:25])([F:24])[F:23])[CH:17]=3)=[N:8][C:7]=12)#[CH:2].Br[C:27]1[C:28]([F:38])=[CH:29][C:30]([F:37])=[C:31]([S:33]([NH2:36])(=[O:35])=[O:34])[CH:32]=1.